Dataset: Forward reaction prediction with 1.9M reactions from USPTO patents (1976-2016). Task: Predict the product of the given reaction. (1) Given the reactants [CH2:1]([N:8]1[CH2:12][CH:11]([N:13](C(OC(C)(C)C)=O)[CH2:14][C:15]2[CH:20]=[CH:19][C:18]([F:21])=[CH:17][C:16]=2[F:22])[CH2:10][CH:9]1[C:30](O)=[O:31])[C:2]1[CH:7]=[CH:6][CH:5]=[CH:4][CH:3]=1.[C:33]1([CH3:45])[CH:38]=[CH:37][C:36]([N:39]2[CH2:44][CH2:43][NH:42][CH2:41][CH2:40]2)=[CH:35][CH:34]=1, predict the reaction product. The product is: [CH2:1]([N:8]1[CH2:12][C@@H:11]([NH:13][CH2:14][C:15]2[CH:20]=[CH:19][C:18]([F:21])=[CH:17][C:16]=2[F:22])[CH2:10][C@H:9]1[C:30]([N:42]1[CH2:41][CH2:40][N:39]([C:36]2[CH:35]=[CH:34][C:33]([CH3:45])=[CH:38][CH:37]=2)[CH2:44][CH2:43]1)=[O:31])[C:2]1[CH:7]=[CH:6][CH:5]=[CH:4][CH:3]=1. (2) The product is: [N:37]1([CH2:42][CH2:43][CH2:44][NH:45][C:9]([C:11]2[N:12]([CH3:32])[C:13]3[C:21]([CH:22]=2)=[C:20]2[C:16]([C:17](=[O:24])[NH:18][C:19]2=[O:23])=[C:15]([C:25]2[CH:30]=[CH:29][CH:28]=[CH:27][C:26]=2[Cl:31])[CH:14]=3)=[O:8])[CH2:41][CH2:40][CH2:39][CH2:38]1. Given the reactants FC1C([O:8][C:9]([C:11]2[N:12]([CH3:32])[C:13]3[C:21]([CH:22]=2)=[C:20]2[C:16]([C:17](=[O:24])[NH:18][C:19]2=[O:23])=[C:15]([C:25]2[CH:30]=[CH:29][CH:28]=[CH:27][C:26]=2[Cl:31])[CH:14]=3)=O)=C(F)C(F)=C(F)C=1F.[N:37]1([CH2:42][CH2:43][CH2:44][NH2:45])[CH2:41][CH2:40][CH2:39][CH2:38]1, predict the reaction product.